From a dataset of Full USPTO retrosynthesis dataset with 1.9M reactions from patents (1976-2016). Predict the reactants needed to synthesize the given product. (1) Given the product [O:7]=[C:4]1[O:6][N:3]=[C:33]([C:28]2[CH:29]=[CH:30][CH:31]=[CH:32][C:27]=2[C:24]2[CH:23]=[CH:22][C:21]([CH2:20][C:19]3[C:14](=[O:13])[N:15]([CH:41]4[CH2:54][CH2:53][C:44]5([O:48][C:47]([CH3:50])([CH3:49])[C:46]([CH3:52])([CH3:51])[O:45]5)[CH2:43][CH2:42]4)[C:16]4[N:17]([N:38]=[CH:39][N:40]=4)[C:18]=3[CH2:35][CH2:36][CH3:37])=[CH:26][CH:25]=2)[NH:34]1, predict the reactants needed to synthesize it. The reactants are: [Cl-].O[NH3+:3].[C:4](=[O:7])([O-:6])O.[Na+].CS(C)=O.[O:13]=[C:14]1[C:19]([CH2:20][C:21]2[CH:26]=[CH:25][C:24]([C:27]3[C:28]([C:33]#[N:34])=[CH:29][CH:30]=[CH:31][CH:32]=3)=[CH:23][CH:22]=2)=[C:18]([CH2:35][CH2:36][CH3:37])[N:17]2[N:38]=[CH:39][N:40]=[C:16]2[N:15]1[CH:41]1[CH2:54][CH2:53][C:44]2([O:48][C:47]([CH3:50])([CH3:49])[C:46]([CH3:52])([CH3:51])[O:45]2)[CH2:43][CH2:42]1. (2) Given the product [F:1][C:2]1[CH:3]=[C:4]2[C:9](=[CH:10][CH:11]=1)[C:8]1[O:12][N:14]=[C:15]([C:26]([OH:28])=[O:27])[C:7]=1[CH2:6][CH2:5]2, predict the reactants needed to synthesize it. The reactants are: [F:1][C:2]1[CH:3]=[C:4]2[C:9](=[CH:10][CH:11]=1)[C:8](=[O:12])[CH2:7][CH2:6][CH2:5]2.O1C2C3C(CCC=2[C:15]([C:26]([OH:28])=[O:27])=[N:14]1)=CC=CC=3. (3) Given the product [CH3:1][C:2]1[C:3]([CH3:12])=[CH:4][C:5]2[S:9][C:8](=[N:10][C:18](=[O:19])[C:17]3[CH:21]=[CH:22][CH:23]=[C:15]([C:14]([F:25])([F:24])[F:13])[CH:16]=3)[N:7]([CH:27]([CH3:33])[C:28]([OH:30])=[O:29])[C:6]=2[CH:11]=1, predict the reactants needed to synthesize it. The reactants are: [CH3:1][C:2]1[C:3]([CH3:12])=[CH:4][C:5]2[S:9][C:8]([NH2:10])=[N:7][C:6]=2[CH:11]=1.[F:13][C:14]([F:25])([F:24])[C:15]1[CH:16]=[C:17]([CH:21]=[CH:22][CH:23]=1)[C:18](Cl)=[O:19].Br[CH:27]([CH3:33])[C:28]([O:30]CC)=[O:29].COC1C=CC2N=C(N)SC=2C=1.ClC1C=C(C=CC=1)C(Cl)=O.BrCC(OCC)=O. (4) The reactants are: [N:1]1[CH:6]=[CH:5][C:4]([C:7](=O)[CH2:8][C:9](=O)[C:10]([F:13])([F:12])[F:11])=[CH:3][CH:2]=1.C(C1C=CN=CC=1)(=O)C.[NH2:25][C:26]1[N:27]=[CH:28][NH:29][C:30]=1[C:31]#[N:32]. Given the product [N:1]1[CH:6]=[CH:5][C:4]([C:7]2[CH:8]=[C:9]([C:10]([F:13])([F:12])[F:11])[N:27]3[CH:28]=[N:29][C:30]([C:31]#[N:32])=[C:26]3[N:25]=2)=[CH:3][CH:2]=1, predict the reactants needed to synthesize it. (5) Given the product [Cl:1][C:2]1[CH:3]=[C:4]([NH:17][C:18]2[C:19]3[C:26]4[CH:27]=[CH:28][C:29]([CH2:31][CH2:32][OH:33])=[CH:30][C:25]=4[S:24][C:20]=3[N:21]=[CH:22][N:23]=2)[CH:5]=[CH:6][C:7]=1[O:8][CH2:9][C:10]1[CH:15]=[CH:14][CH:13]=[C:12]([F:16])[CH:11]=1, predict the reactants needed to synthesize it. The reactants are: [Cl:1][C:2]1[CH:3]=[C:4]([NH:17][C:18]2[C:19]3[C:26]4[CH:27]=[CH:28][C:29]([CH2:31][C:32](OCC)=[O:33])=[CH:30][C:25]=4[S:24][C:20]=3[N:21]=[CH:22][N:23]=2)[CH:5]=[CH:6][C:7]=1[O:8][CH2:9][C:10]1[CH:15]=[CH:14][CH:13]=[C:12]([F:16])[CH:11]=1.[H-].C([Al+]CC(C)C)C(C)C. (6) The reactants are: Cl.[Cl:2][C:3]1[CH:4]=[C:5]2[C:9](=[CH:10][CH:11]=1)[NH:8][CH:7]=[C:6]2[CH2:12][CH2:13][NH2:14].[F:15][C:16]1[CH:17]=[C:18]([CH:22]=[CH:23][C:24]=1[CH2:25][C:26]1[CH:31]=[CH:30][CH:29]=[C:28]([F:32])[CH:27]=1)[C:19](O)=[O:20].CN(C(ON1N=NC2C=CC=NC1=2)=[N+](C)C)C.F[P-](F)(F)(F)(F)F.C(N(CC)C(C)C)(C)C. Given the product [Cl:2][C:3]1[CH:4]=[C:5]2[C:9](=[CH:10][CH:11]=1)[NH:8][CH:7]=[C:6]2[CH2:12][CH2:13][NH:14][C:19](=[O:20])[C:18]1[CH:22]=[CH:23][C:24]([CH2:25][C:26]2[CH:31]=[CH:30][CH:29]=[C:28]([F:32])[CH:27]=2)=[C:16]([F:15])[CH:17]=1, predict the reactants needed to synthesize it. (7) Given the product [Cl:22][CH2:23][C:24]([N:8]([C@H:3]1[CH2:4][CH2:5][CH2:6][CH2:7][C@@H:2]1[OH:1])[CH:9]1[CH2:10][CH2:11][N:12]([C:15]([O:17][C:18]([CH3:21])([CH3:20])[CH3:19])=[O:16])[CH2:13][CH2:14]1)=[O:25], predict the reactants needed to synthesize it. The reactants are: [OH:1][C@H:2]1[CH2:7][CH2:6][CH2:5][CH2:4][C@@H:3]1[NH:8][CH:9]1[CH2:14][CH2:13][N:12]([C:15]([O:17][C:18]([CH3:21])([CH3:20])[CH3:19])=[O:16])[CH2:11][CH2:10]1.[Cl:22][CH2:23][C:24](Cl)=[O:25].C(N(CC)CC)C.C([O-])(O)=O.[Na+].